This data is from Forward reaction prediction with 1.9M reactions from USPTO patents (1976-2016). The task is: Predict the product of the given reaction. (1) Given the reactants [CH:1]([N:4]1[N:13]=[C:12]([NH:14][C:15]2[CH:19]=[C:18]([CH3:20])[NH:17][N:16]=2)[C:11]2[C:6](=[CH:7][C:8]([O:21][CH2:22][CH2:23][S:24][CH3:25])=[CH:9][CH:10]=2)[C:5]1=[O:26])([CH3:3])[CH3:2].ClC1C=C(C=CC=1)C(OO)=[O:32], predict the reaction product. The product is: [CH:1]([N:4]1[N:13]=[C:12]([NH:14][C:15]2[CH:19]=[C:18]([CH3:20])[NH:17][N:16]=2)[C:11]2[C:6](=[CH:7][C:8]([O:21][CH2:22][CH2:23][S:24]([CH3:25])=[O:32])=[CH:9][CH:10]=2)[C:5]1=[O:26])([CH3:2])[CH3:3]. (2) Given the reactants Cl[C:2]1[CH:7]=[CH:6][C:5]([O:8][CH3:9])=[CH:4][CH:3]=1.[F:10]C1C=CC(N)=CC=1, predict the reaction product. The product is: [F:10][C:2]1[CH:7]=[CH:6][C:5]([O:8][CH3:9])=[CH:4][CH:3]=1. (3) Given the reactants [CH2:1]([O:8][N:9]1[C:15](=[O:16])[N:14]2[CH2:17][C@H:10]1[CH2:11][CH2:12][C@H:13]2[C:18]([OH:20])=O)[C:2]1[CH:7]=[CH:6][CH:5]=[CH:4][CH:3]=1.[NH2:21][O:22][CH2:23][C:24]([O:26][C:27]([CH3:30])([CH3:29])[CH3:28])=[O:25].ON1C2C=CC=CC=2N=N1.Cl.C(N=C=NCCCN(C)C)C, predict the reaction product. The product is: [CH2:1]([O:8][N:9]1[C:15](=[O:16])[N:14]2[CH2:17][C@H:10]1[CH2:11][CH2:12][C@H:13]2[C:18]([NH:21][O:22][CH2:23][C:24]([O:26][C:27]([CH3:30])([CH3:29])[CH3:28])=[O:25])=[O:20])[C:2]1[CH:3]=[CH:4][CH:5]=[CH:6][CH:7]=1. (4) Given the reactants C[C:2]1C=CC=[C:4](C)[C:3]=1[C:9]1[N:14]=[C:13]([NH2:15])[N:12]=[C:11]([NH:16][C:17]2[CH:22]=[CH:21][C:20]([O:23][C:24]3[CH:29]=[CH:28][N:27]=[C:26]([C:30]([F:33])([F:32])[F:31])[CH:25]=3)=[CH:19][CH:18]=2)[CH:10]=1.[N:34]1C=C(B(O)O)C=[N:36][CH:35]=1.C(=O)([O-])[O-].[Na+].[Na+], predict the reaction product. The product is: [F:32][C:30]([F:33])([F:31])[C:26]1[CH:25]=[C:24]([O:23][C:20]2[CH:19]=[CH:18][C:17]([NH:16][C:11]3[N:12]=[C:13]([NH2:15])[N:14]=[C:9]([C:3]4[CH:4]=[N:34][CH:35]=[N:36][CH:2]=4)[CH:10]=3)=[CH:22][CH:21]=2)[CH:29]=[CH:28][N:27]=1. (5) Given the reactants Cl[C:2]1[C:11]2[C:6](=[CH:7][CH:8]=[CH:9][CH:10]=2)[N:5]=[C:4]([C:12]2[CH:17]=[CH:16][CH:15]=[CH:14][C:13]=2[O:18][CH3:19])[N:3]=1.C(OC(=O)[NH:26][CH2:27][CH2:28][NH2:29])(C)(C)C.O, predict the reaction product. The product is: [CH3:19][O:18][C:13]1[CH:14]=[CH:15][CH:16]=[CH:17][C:12]=1[C:4]1[N:3]=[C:2]([CH:28]([NH2:29])[CH2:27][NH2:26])[C:11]2[C:6](=[CH:7][CH:8]=[CH:9][CH:10]=2)[N:5]=1. (6) The product is: [F:1][C:2]1[CH:10]=[CH:9][C:8]([O:11][C:12]([F:13])([F:14])[F:15])=[CH:7][C:3]=1[C:4]#[N:5]. Given the reactants [F:1][C:2]1[CH:10]=[CH:9][C:8]([O:11][C:12]([F:15])([F:14])[F:13])=[CH:7][C:3]=1/[CH:4]=[N:5]/O.C(N(CC)CC)C.FC(F)(F)C(OC(=O)C(F)(F)F)=O, predict the reaction product. (7) Given the reactants [C:1]([O:5][C:6](=[O:13])[NH:7][C@@H:8]([CH2:11][CH3:12])[CH2:9][NH2:10])([CH3:4])([CH3:3])[CH3:2].C(N(CC)CC)C.Cl[C:22](=[O:27])[C:23]([O:25][CH3:26])=[O:24], predict the reaction product. The product is: [C:1]([O:5][C:6]([NH:7][C@@H:8]([CH2:11][CH3:12])[CH2:9][NH:10][C:22](=[O:27])[C:23]([O:25][CH3:26])=[O:24])=[O:13])([CH3:4])([CH3:3])[CH3:2]. (8) Given the reactants [Si:1]([O:18][CH2:19][CH2:20][N:21]([CH2:42][CH2:43][O:44][Si:45]([C:58]([CH3:61])([CH3:60])[CH3:59])([C:52]1[CH:57]=[CH:56][CH:55]=[CH:54][CH:53]=1)[C:46]1[CH:51]=[CH:50][CH:49]=[CH:48][CH:47]=1)[C:22]1[S:23][C:24]([C:27]2[CH:32]=[C:31]([N+:33]([O-])=O)[CH:30]=[C:29]([N:36]3[CH2:41][CH2:40][O:39][CH2:38][CH2:37]3)[CH:28]=2)=[CH:25][N:26]=1)([C:14]([CH3:17])([CH3:16])[CH3:15])([C:8]1[CH:13]=[CH:12][CH:11]=[CH:10][CH:9]=1)[C:2]1[CH:7]=[CH:6][CH:5]=[CH:4][CH:3]=1, predict the reaction product. The product is: [NH2:33][C:31]1[CH:32]=[C:27]([C:24]2[S:23][C:22]([N:21]([CH2:42][CH2:43][O:44][Si:45]([C:58]([CH3:61])([CH3:60])[CH3:59])([C:52]3[CH:57]=[CH:56][CH:55]=[CH:54][CH:53]=3)[C:46]3[CH:51]=[CH:50][CH:49]=[CH:48][CH:47]=3)[CH2:20][CH2:19][O:18][Si:1]([C:14]([CH3:17])([CH3:15])[CH3:16])([C:8]3[CH:13]=[CH:12][CH:11]=[CH:10][CH:9]=3)[C:2]3[CH:3]=[CH:4][CH:5]=[CH:6][CH:7]=3)=[N:26][CH:25]=2)[CH:28]=[C:29]([N:36]2[CH2:41][CH2:40][O:39][CH2:38][CH2:37]2)[CH:30]=1. (9) The product is: [Cl:1][C:2]1[CH:3]=[C:4]([N:13]([C@H:14]2[C@H:18]([O:19][CH2:24][CH3:25])[CH2:17][O:16][CH2:15]2)[CH2:20][CH3:21])[C:5]([CH3:12])=[C:6]([CH:11]=1)[C:7]([OH:9])=[O:8]. Given the reactants [Cl:1][C:2]1[CH:3]=[C:4]([N:13]([CH2:20][CH3:21])[C@H:14]2[C@H:18]([OH:19])[CH2:17][O:16][CH2:15]2)[C:5]([CH3:12])=[C:6]([CH:11]=1)[C:7]([O:9]C)=[O:8].[H-].[Na+].[CH2:24](I)[CH3:25], predict the reaction product.